This data is from TCR-epitope binding with 47,182 pairs between 192 epitopes and 23,139 TCRs. The task is: Binary Classification. Given a T-cell receptor sequence (or CDR3 region) and an epitope sequence, predict whether binding occurs between them. (1) The epitope is LLWNGPMAV. The TCR CDR3 sequence is CSARDAPSRETQYF. Result: 1 (the TCR binds to the epitope). (2) The TCR CDR3 sequence is CASRALASGGEQFF. Result: 0 (the TCR does not bind to the epitope). The epitope is FVRATATIPI. (3) The epitope is GILGFVFTL. The TCR CDR3 sequence is CASSIAPTDTQYF. Result: 1 (the TCR binds to the epitope). (4) The epitope is FPRPWLHGL. The TCR CDR3 sequence is CASSLYGSPDQPQHF. Result: 1 (the TCR binds to the epitope). (5) The epitope is ATDALMTGY. The TCR CDR3 sequence is CASRETYEQYF. Result: 1 (the TCR binds to the epitope). (6) Result: 0 (the TCR does not bind to the epitope). The epitope is FTISVTTEIL. The TCR CDR3 sequence is CASTPGLPDYGYTF.